From a dataset of Full USPTO retrosynthesis dataset with 1.9M reactions from patents (1976-2016). Predict the reactants needed to synthesize the given product. Given the product [Cl:1][C:2]1[N:10]=[C:9]2[C:5]([N:6]=[CH:7][N:8]2[CH2:19][CH3:20])=[C:4]([Cl:11])[N:3]=1, predict the reactants needed to synthesize it. The reactants are: [Cl:1][C:2]1[N:10]=[C:9]2[C:5]([NH:6][CH:7]=[N:8]2)=[C:4]([Cl:11])[N:3]=1.C([O-])([O-])=O.[K+].[K+].I[CH2:19][CH3:20].